From a dataset of Full USPTO retrosynthesis dataset with 1.9M reactions from patents (1976-2016). Predict the reactants needed to synthesize the given product. (1) Given the product [NH:8]1[C:17]2[C:12](=[CH:13][N:14]=[CH:15][CH:16]=2)[C:11](=[O:18])[CH2:10][C:9]1=[O:19], predict the reactants needed to synthesize it. The reactants are: C([N:8]1[C:17]2[C:12](=[CH:13][N:14]=[CH:15][CH:16]=2)[C:11]([OH:18])=[CH:10][C:9]1=[O:19])C1C=CC=CC=1. (2) Given the product [C:1]([O:5][C@@H:6]([C:10]1[C:30]([CH3:31])=[CH:29][C:13]2[N:14]=[C:15]([C:17]3[CH:22]=[CH:21][CH:20]=[C:19]([N:23]4[CH2:28][CH2:27][N:26]([CH:40]([CH3:42])[CH3:39])[CH2:25][CH2:24]4)[CH:18]=3)[S:16][C:12]=2[C:11]=1[C:32]1[CH:33]=[CH:34][C:35]([Cl:38])=[CH:36][CH:37]=1)[C:7]([OH:9])=[O:8])([CH3:4])([CH3:2])[CH3:3], predict the reactants needed to synthesize it. The reactants are: [C:1]([O:5][C@@H:6]([C:10]1[C:30]([CH3:31])=[CH:29][C:13]2[N:14]=[C:15]([C:17]3[CH:22]=[CH:21][CH:20]=[C:19]([N:23]4[CH2:28][CH2:27][NH:26][CH2:25][CH2:24]4)[CH:18]=3)[S:16][C:12]=2[C:11]=1[C:32]1[CH:37]=[CH:36][C:35]([Cl:38])=[CH:34][CH:33]=1)[C:7]([OH:9])=[O:8])([CH3:4])([CH3:3])[CH3:2].[CH3:39][C:40]([CH3:42])=O.C(O)(=O)C.C(O[BH-](OC(=O)C)OC(=O)C)(=O)C.[Na+]. (3) The reactants are: [C:1]1([OH:8])([OH:7])[CH2:6][CH2:5][CH2:4][CH2:3][CH2:2]1.[CH:9]1(O)CCCCC1.COC1CCCCC1O.C1(O)C=CC=CC=1.C1(OC)C(=CC=CC=1)O. Given the product [CH3:9][O:7][C:1]1([OH:8])[CH2:6][CH2:5][CH2:4][CH2:3][CH2:2]1, predict the reactants needed to synthesize it. (4) Given the product [OH:19][C:20]1[C:27]([CH3:28])=[CH:26][C:23]([CH:24]=[CH:15][C:14]([C:12]2[S:13][C:9]([C:6]3[CH:5]=[CH:4][C:3]([C:2]([F:17])([F:1])[F:18])=[CH:8][CH:7]=3)=[CH:10][CH:11]=2)=[O:16])=[CH:22][C:21]=1[CH3:29], predict the reactants needed to synthesize it. The reactants are: [F:1][C:2]([F:18])([F:17])[C:3]1[CH:8]=[CH:7][C:6]([C:9]2[S:13][C:12]([C:14](=[O:16])[CH3:15])=[CH:11][CH:10]=2)=[CH:5][CH:4]=1.[OH:19][C:20]1[C:27]([CH3:28])=[CH:26][C:23]([CH:24]=O)=[CH:22][C:21]=1[CH3:29]. (5) The reactants are: [C:1]([C:5]1[N:6]=[C:7]2[C:12]([C:13]#[N:14])=[CH:11][CH:10]=[CH:9][N:8]2[C:15]=1[C:16]1[CH:21]=[CH:20][CH:19]=[C:18]([OH:22])[CH:17]=1)([CH3:4])([CH3:3])[CH3:2].Br[C:24]1[CH:29]=[CH:28][CH:27]=[C:26]([S:30]([CH:33]([CH3:35])[CH3:34])(=[O:32])=[O:31])[CH:25]=1. Given the product [C:1]([C:5]1[N:6]=[C:7]2[C:12]([C:13]#[N:14])=[CH:11][CH:10]=[CH:9][N:8]2[C:15]=1[C:16]1[CH:21]=[CH:20][CH:19]=[C:18]([O:22][C:28]2[CH:29]=[CH:24][CH:25]=[C:26]([S:30]([CH:33]([CH3:35])[CH3:34])(=[O:31])=[O:32])[CH:27]=2)[CH:17]=1)([CH3:4])([CH3:2])[CH3:3], predict the reactants needed to synthesize it. (6) Given the product [N:20]1[CH:19]=[C:5]([B:16]([OH:10])[OH:9])[CH:7]=[N:1][CH:2]=1, predict the reactants needed to synthesize it. The reactants are: [NH:1]1[CH2:7][C:5](=O)N[C:2]1=O.[Li+].[OH-:9].[O:10]=S(Cl)Cl.CO.[BH4-:16].[Na+].Br[C:19]#[N:20]. (7) Given the product [O:12]1[C:11]2[CH:10]=[CH:9][CH:8]=[C:7]([C:4]([CH3:1])([OH:6])[CH3:5])[C:15]=2[O:14][CH2:13]1, predict the reactants needed to synthesize it. The reactants are: [CH3:1][Mg]Cl.[C:4]([C:7]1[C:15]2[O:14][CH2:13][O:12][C:11]=2[CH:10]=[CH:9][CH:8]=1)(=[O:6])[CH3:5].